This data is from Forward reaction prediction with 1.9M reactions from USPTO patents (1976-2016). The task is: Predict the product of the given reaction. (1) Given the reactants [CH3:1][N:2]1[CH:10]=[C:9]2[C:4]([CH:5]=[CH:6][CH:7]=[C:8]2[C@H:11]2[CH2:13][C@H:12]2[CH2:14][N:15]2C(=O)C3C(=CC=CC=3)C2=O)=[N:3]1.O.NN, predict the reaction product. The product is: [CH3:1][N:2]1[CH:10]=[C:9]2[C:4]([CH:5]=[CH:6][CH:7]=[C:8]2[C@H:11]2[CH2:13][C@H:12]2[CH2:14][NH2:15])=[N:3]1. (2) Given the reactants C[CH2:2][C:3]([O:5][CH:6]1[CH:10]2[CH:11]3[CH2:15][CH:14]=[CH:13][CH:12]3[CH:8]([CH2:9]2)[CH2:7]1)=[O:4].C1(CCO)C=CC=CC=1, predict the reaction product. The product is: [CH3:2][C:3]([O:5][CH:6]1[CH:10]2[CH:11]3[CH:15]=[CH:14][CH2:13][CH:12]3[CH:8]([CH2:9]2)[CH2:7]1)=[O:4]. (3) Given the reactants [Cl:1][C:2]1[CH:26]=[CH:25][C:24]([Cl:27])=[CH:23][C:3]=1[O:4][C:5]1[CH:10]=[CH:9][N:8]=[CH:7][C:6]=1[C:11](N1C2C(=CC=CC=2)CCC1)=[O:12].[F:28][C:29]1[C:35]([F:36])=[CH:34][C:32]([NH2:33])=[C:31]([O:37][CH3:38])[CH:30]=1, predict the reaction product. The product is: [Cl:1][C:2]1[CH:26]=[CH:25][C:24]([Cl:27])=[CH:23][C:3]=1[O:4][C:5]1[C:6]([C:11]([NH:33][C:32]2[CH:34]=[C:35]([F:36])[C:29]([F:28])=[CH:30][C:31]=2[O:37][CH3:38])=[O:12])=[CH:7][N:8]=[CH:9][CH:10]=1. (4) Given the reactants [C:1]1([C@@H:7]([N:9]2[C@@H:14]([C:15](O)=[O:16])[C@H:13]3[CH2:18][C@@H:10]2[CH2:11][CH2:12]3)[CH3:8])[CH:6]=[CH:5][CH:4]=[CH:3][CH:2]=1.C(Cl)(=O)C(Cl)=O.CN(C)C=O.Cl.[NH2:31][OH:32].C(N(CC)CC)C, predict the reaction product. The product is: [OH:32][NH:31][C:15]([C@H:14]1[C@H:13]2[CH2:18][C@H:10]([CH2:11][CH2:12]2)[N:9]1[C@H:7]([C:1]1[CH:6]=[CH:5][CH:4]=[CH:3][CH:2]=1)[CH3:8])=[O:16].